This data is from CYP2D6 inhibition data for predicting drug metabolism from PubChem BioAssay. The task is: Regression/Classification. Given a drug SMILES string, predict its absorption, distribution, metabolism, or excretion properties. Task type varies by dataset: regression for continuous measurements (e.g., permeability, clearance, half-life) or binary classification for categorical outcomes (e.g., BBB penetration, CYP inhibition). Dataset: cyp2d6_veith. (1) The drug is Cc1cc2nc(-c3ccc(SCc4ccc(C#N)cc4)nc3)[nH]c2cc1C. The result is 0 (non-inhibitor). (2) The molecule is CNC(=S)N1CCN(c2ccccc2OC)CC1. The result is 0 (non-inhibitor). (3) The drug is O=CN1CCN(C[C@H](O)CN2CCCCC2)CC1. The result is 0 (non-inhibitor). (4) The molecule is Fc1ccc(Nc2nc(-c3cccnc3)nc3ccccc23)cc1. The result is 0 (non-inhibitor). (5) The result is 0 (non-inhibitor). The compound is O=C(O)[C@@H](O)[C@@H](O)[C@H](O)C(=O)CO. (6) The molecule is CN(C)c1ncnc2ccc(-c3cccc(NS(C)(=O)=O)c3)cc12. The result is 0 (non-inhibitor). (7) The compound is O=S1(=O)N[C@H]2CC[C@@H]3NS(=O)(=O)N[C@H]4CC[C@H](N1)N4S(=O)(=O)N23. The result is 0 (non-inhibitor). (8) The molecule is CCn1c(O)c(/C=N/N=C2CCCC2)c2ccc(C3=NNC(=O)CC3)cc21. The result is 0 (non-inhibitor).